Regression. Given two drug SMILES strings and cell line genomic features, predict the synergy score measuring deviation from expected non-interaction effect. From a dataset of NCI-60 drug combinations with 297,098 pairs across 59 cell lines. Drug 2: CC1C(C(CC(O1)OC2CC(OC(C2O)C)OC3=CC4=CC5=C(C(=O)C(C(C5)C(C(=O)C(C(C)O)O)OC)OC6CC(C(C(O6)C)O)OC7CC(C(C(O7)C)O)OC8CC(C(C(O8)C)O)(C)O)C(=C4C(=C3C)O)O)O)O. Drug 1: C1=C(C(=O)NC(=O)N1)N(CCCl)CCCl. Cell line: MDA-MB-231. Synergy scores: CSS=8.12, Synergy_ZIP=-2.68, Synergy_Bliss=-3.97, Synergy_Loewe=-5.00, Synergy_HSA=-4.68.